From a dataset of NCI-60 drug combinations with 297,098 pairs across 59 cell lines. Regression. Given two drug SMILES strings and cell line genomic features, predict the synergy score measuring deviation from expected non-interaction effect. (1) Drug 1: CC1=C(C=C(C=C1)C(=O)NC2=CC(=CC(=C2)C(F)(F)F)N3C=C(N=C3)C)NC4=NC=CC(=N4)C5=CN=CC=C5. Drug 2: CC1CCC2CC(C(=CC=CC=CC(CC(C(=O)C(C(C(=CC(C(=O)CC(OC(=O)C3CCCCN3C(=O)C(=O)C1(O2)O)C(C)CC4CCC(C(C4)OC)O)C)C)O)OC)C)C)C)OC. Cell line: MOLT-4. Synergy scores: CSS=77.6, Synergy_ZIP=3.65, Synergy_Bliss=5.66, Synergy_Loewe=3.81, Synergy_HSA=8.73. (2) Drug 1: C1=NC2=C(N1)C(=S)N=C(N2)N. Drug 2: COC1=NC(=NC2=C1N=CN2C3C(C(C(O3)CO)O)O)N. Cell line: OVCAR-4. Synergy scores: CSS=23.0, Synergy_ZIP=0.717, Synergy_Bliss=-1.96, Synergy_Loewe=-25.6, Synergy_HSA=-3.88. (3) Drug 1: CC1=C(C=C(C=C1)C(=O)NC2=CC(=CC(=C2)C(F)(F)F)N3C=C(N=C3)C)NC4=NC=CC(=N4)C5=CN=CC=C5. Drug 2: CC1=C(C(=CC=C1)Cl)NC(=O)C2=CN=C(S2)NC3=CC(=NC(=N3)C)N4CCN(CC4)CCO. Cell line: KM12. Synergy scores: CSS=3.21, Synergy_ZIP=-1.29, Synergy_Bliss=1.96, Synergy_Loewe=-1.83, Synergy_HSA=-0.741. (4) Drug 1: C#CCC(CC1=CN=C2C(=N1)C(=NC(=N2)N)N)C3=CC=C(C=C3)C(=O)NC(CCC(=O)O)C(=O)O. Drug 2: CC1CCCC2(C(O2)CC(NC(=O)CC(C(C(=O)C(C1O)C)(C)C)O)C(=CC3=CSC(=N3)C)C)C. Cell line: HL-60(TB). Synergy scores: CSS=73.3, Synergy_ZIP=0.906, Synergy_Bliss=-0.651, Synergy_Loewe=-0.991, Synergy_HSA=-2.17. (5) Drug 1: CN(C)C1=NC(=NC(=N1)N(C)C)N(C)C. Drug 2: CC1C(C(=O)NC(C(=O)N2CCCC2C(=O)N(CC(=O)N(C(C(=O)O1)C(C)C)C)C)C(C)C)NC(=O)C3=C4C(=C(C=C3)C)OC5=C(C(=O)C(=C(C5=N4)C(=O)NC6C(OC(=O)C(N(C(=O)CN(C(=O)C7CCCN7C(=O)C(NC6=O)C(C)C)C)C)C(C)C)C)N)C. Cell line: HCT-15. Synergy scores: CSS=4.10, Synergy_ZIP=1.83, Synergy_Bliss=3.43, Synergy_Loewe=-0.991, Synergy_HSA=-0.243.